Dataset: Forward reaction prediction with 1.9M reactions from USPTO patents (1976-2016). Task: Predict the product of the given reaction. (1) The product is: [N+:1]([C:4]1[CH:5]=[N:6][CH:7]=[CH:8][C:9]=1[C:10]1([C:11]([O:13][CH2:14][CH3:15])=[O:12])[CH2:20][CH2:19][CH2:18][CH2:17]1)([O-:3])=[O:2]. Given the reactants [N+:1]([C:4]1[CH:5]=[N:6][CH:7]=[CH:8][C:9]=1[CH2:10][C:11]([O:13][CH2:14][CH3:15])=[O:12])([O-:3])=[O:2].Br[CH2:17][CH2:18][CH2:19][CH2:20]Br.C([O-])([O-])=O.[K+].[K+], predict the reaction product. (2) Given the reactants [F:1][C:2]1([F:14])[CH2:7][CH2:6][CH:5]([NH:8][C:9](=O)[CH:10]([CH3:12])[CH3:11])[CH2:4][CH2:3]1.B.C1COCC1, predict the reaction product. The product is: [F:1][C:2]1([F:14])[CH2:7][CH2:6][CH:5]([NH:8][CH2:9][CH:10]([CH3:11])[CH3:12])[CH2:4][CH2:3]1. (3) Given the reactants Cl[C:2]1[CH:7]=[CH:6][C:5]([CH:8]([C:22]2[CH:27]=[CH:26][CH:25]=[CH:24][CH:23]=2)[NH:9][C:10](=[O:21])[CH2:11][C:12]2[CH:17]=[CH:16][C:15]([O:18]C)=[C:14]([CH3:20])[CH:13]=2)=[C:4]([CH3:28])[CH:3]=1.B(Br)(Br)Br.[CH2:33](Cl)Cl, predict the reaction product. The product is: [CH3:28][C:4]1[CH:3]=[C:2]([CH3:33])[CH:7]=[CH:6][C:5]=1[CH:8]([C:22]1[CH:23]=[CH:24][CH:25]=[CH:26][CH:27]=1)[NH:9][C:10](=[O:21])[CH2:11][C:12]1[CH:17]=[CH:16][C:15]([OH:18])=[C:14]([CH3:20])[CH:13]=1. (4) Given the reactants [Cl:1][C:2]1[CH:24]=[CH:23][C:22]([Cl:25])=[CH:21][C:3]=1[C:4]([NH:6][NH:7][C:8](=[O:20])[C:9]1[C:14]([F:15])=[C:13]([F:16])[C:12]([F:17])=[C:11]([F:18])[C:10]=1[F:19])=O, predict the reaction product. The product is: [Cl:1][C:2]1[CH:24]=[CH:23][C:22]([Cl:25])=[CH:21][C:3]=1[C:4]1[O:20][C:8]([C:9]2[C:14]([F:15])=[C:13]([F:16])[C:12]([F:17])=[C:11]([F:18])[C:10]=2[F:19])=[N:7][N:6]=1. (5) Given the reactants C(S(N1CCC(C2C3C(=C(C(N)=O)C=C([C:21]4[S:22][C:23]([CH2:26][NH:27][CH2:28][CH:29](C)[CH2:30][CH3:31])=[CH:24][CH:25]=4)C=3)NC=2)CC1)(=O)=O)C.C(C1SC([B:43]([OH:45])[OH:44])=CC=1)=O.C(N)CCC.[BH3-]C#N.[Na+], predict the reaction product. The product is: [CH2:28]([NH:27][CH2:26][C:23]1[S:22][C:21]([B:43]([OH:45])[OH:44])=[CH:25][CH:24]=1)[CH2:29][CH2:30][CH3:31].